The task is: Predict which catalyst facilitates the given reaction.. This data is from Catalyst prediction with 721,799 reactions and 888 catalyst types from USPTO. (1) Reactant: Cl.[CH3:2][O:3][C:4](=[O:9])[C@H:5]([CH2:7][OH:8])[NH2:6].C(N(CC)CC)C.Cl[C:18](Cl)([O:20]C(=O)OC(Cl)(Cl)Cl)Cl. Product: [O:20]=[C:18]1[NH:6][C@H:5]([C:4]([O:3][CH3:2])=[O:9])[CH2:7][O:8]1. The catalyst class is: 4. (2) Reactant: [CH3:1][C:2]1[CH:7]=[C:6]([N+:8]([O-])=O)[C:5]([CH3:11])=[CH:4][C:3]=1[O:12][CH2:13][CH:14]1[CH2:16][CH:15]1[CH3:17].C(O)(=O)C. Product: [CH3:11][C:5]1[CH:4]=[C:3]([O:12][CH2:13][CH:14]2[CH2:16][CH:15]2[CH3:17])[C:2]([CH3:1])=[CH:7][C:6]=1[NH2:8]. The catalyst class is: 150. (3) Reactant: N1CCCCC1.[NH:7](C(OCC1C2C(=CC=CC=2)C2C1=CC=CC=2)=O)[C@H:8]([C:12]([N:14]1[CH2:21][CH2:20][CH2:19][C@H:15]1[C:16]([OH:18])=[O:17])=[O:13])[CH:9]([CH3:11])[CH3:10].[CH3:39][C@@H:40]1[O:45][C@@H:44]([O:46][C@@H:47]2[C:52]3=[C:53]([OH:70])[C:54]4[C:66](=[O:67])[C:65]5[C:60](=[CH:61][CH:62]=[CH:63][C:64]=5[O:68][CH3:69])[C:58](=[O:59])[C:55]=4[C:56]([OH:57])=[C:51]3[CH2:50][C@@:49]([OH:75])([C:71]([CH2:73][OH:74])=[O:72])[CH2:48]2)[CH2:43][C@H:42]([NH2:76])[C@@H:41]1[OH:77]. Product: [NH2:7][C@H:8]([C:12]([N:14]1[CH2:21][CH2:20][CH2:19][C@H:15]1[C:16]([OH:18])=[O:17])=[O:13])[CH:9]([CH3:11])[CH3:10].[CH3:39][C@@H:40]1[O:45][C@@H:44]([O:46][C@@H:47]2[C:52]3=[C:53]([OH:70])[C:54]4[C:66](=[O:67])[C:65]5[C:60](=[CH:61][CH:62]=[CH:63][C:64]=5[O:68][CH3:69])[C:58](=[O:59])[C:55]=4[C:56]([OH:57])=[C:51]3[CH2:50][C@@:49]([OH:75])([C:71]([CH2:73][OH:74])=[O:72])[CH2:48]2)[CH2:43][C@H:42]([NH2:76])[C@@H:41]1[OH:77]. The catalyst class is: 9. (4) Reactant: [C:1]([NH:4][CH2:5][CH2:6][O:7]/[N:8]=[CH:9]/[C:10]1[C:11]([F:33])=[C:12]([F:32])[C:13]([NH:23][C:24]2[CH:29]=[CH:28][C:27]([I:30])=[CH:26][C:25]=2[F:31])=[C:14]([CH:22]=1)[C:15]([NH:17][O:18][CH2:19][CH2:20][OH:21])=[O:16])(=[O:3])[CH3:2].ClCCl.ClC(Cl)C(O)=O.C(=O)(O)[O-].[Na+]. Product: [C:1]([NH:4][CH2:5][CH2:6][O:7][NH:8][CH2:9][C:10]1[C:11]([F:33])=[C:12]([F:32])[C:13]([NH:23][C:24]2[CH:29]=[CH:28][C:27]([I:30])=[CH:26][C:25]=2[F:31])=[C:14]([CH:22]=1)[C:15]([NH:17][O:18][CH2:19][CH2:20][OH:21])=[O:16])(=[O:3])[CH3:2]. The catalyst class is: 6. (5) Reactant: [N+:1]([C:4]1[CH:9]=[CH:8][C:7]([C:10]2[S:14][C:13]([CH:15]3[CH2:20][CH2:19][CH:18]([CH2:21][C:22]([O:24]CC)=[O:23])[CH2:17][CH2:16]3)=[N:12][CH:11]=2)=[CH:6][CH:5]=1)([O-:3])=[O:2].[OH-].[Na+].Cl. Product: [N+:1]([C:4]1[CH:5]=[CH:6][C:7]([C:10]2[S:14][C:13]([CH:15]3[CH2:16][CH2:17][CH:18]([CH2:21][C:22]([OH:24])=[O:23])[CH2:19][CH2:20]3)=[N:12][CH:11]=2)=[CH:8][CH:9]=1)([O-:3])=[O:2]. The catalyst class is: 92. (6) Reactant: [CH3:1][CH2:2][C:3]([CH2:8][OH:9])([CH2:6][OH:7])CO.[C:10]([OH:17])(=[O:16])[CH2:11][CH2:12][CH2:13][CH2:14][CH3:15].[OH:18]N1[C:23](=O)[CH2:22][CH2:21][C:20]1=O.[CH3:26][CH:27](N=C=NC(C)C)C. Product: [CH2:12]([CH:11]([CH2:26][CH2:27][CH2:8][CH2:3][CH2:2][CH3:1])[C:10]([OH:17])=[O:16])[CH2:13][CH2:14][CH2:15][CH2:20][CH2:21][CH2:22][CH3:23].[OH:9][CH2:8][CH:3]([CH2:6][OH:7])[OH:18].[OH:9][CH2:8][CH:3]([CH2:6][OH:7])[OH:16].[OH:9][CH2:8][CH:3]([CH2:6][OH:7])[OH:16].[OH:9][CH2:8][CH:3]([CH2:6][OH:7])[OH:16].[OH:9][CH2:8][CH:3]([CH2:6][OH:7])[OH:16].[OH:9][CH2:8][CH:3]([CH2:6][OH:7])[OH:16]. The catalyst class is: 16. (7) Reactant: [ClH:1].C(OC(=O)[NH:8][C:9]1([C:12]2[O:16][N:15]=[C:14]([CH:17]3[CH2:22][CH:21]([C:23]4[CH:28]=[CH:27][C:26]([C:29]([F:32])([F:31])[F:30])=[CH:25][CH:24]=4)[CH2:20][N:19]([C:33]([N:35]4[CH2:40][CH2:39][O:38][CH2:37][CH2:36]4)=[O:34])[CH2:18]3)[N:13]=2)[CH2:11][CH2:10]1)(C)(C)C. Product: [ClH:1].[NH2:8][C:9]1([C:12]2[O:16][N:15]=[C:14]([CH:17]3[CH2:22][CH:21]([C:23]4[CH:28]=[CH:27][C:26]([C:29]([F:31])([F:32])[F:30])=[CH:25][CH:24]=4)[CH2:20][N:19]([C:33]([N:35]4[CH2:40][CH2:39][O:38][CH2:37][CH2:36]4)=[O:34])[CH2:18]3)[N:13]=2)[CH2:11][CH2:10]1. The catalyst class is: 12.